This data is from NCI-60 drug combinations with 297,098 pairs across 59 cell lines. The task is: Regression. Given two drug SMILES strings and cell line genomic features, predict the synergy score measuring deviation from expected non-interaction effect. (1) Drug 1: C1CCN(CC1)CCOC2=CC=C(C=C2)C(=O)C3=C(SC4=C3C=CC(=C4)O)C5=CC=C(C=C5)O. Drug 2: CC(CN1CC(=O)NC(=O)C1)N2CC(=O)NC(=O)C2. Cell line: SF-268. Synergy scores: CSS=12.6, Synergy_ZIP=-2.98, Synergy_Bliss=1.36, Synergy_Loewe=-2.82, Synergy_HSA=-2.98. (2) Drug 1: C1=CC(=C2C(=C1NCCNCCO)C(=O)C3=C(C=CC(=C3C2=O)O)O)NCCNCCO. Drug 2: CNC(=O)C1=NC=CC(=C1)OC2=CC=C(C=C2)NC(=O)NC3=CC(=C(C=C3)Cl)C(F)(F)F. Cell line: OVCAR-5. Synergy scores: CSS=44.5, Synergy_ZIP=-7.58, Synergy_Bliss=1.12, Synergy_Loewe=-3.59, Synergy_HSA=2.32. (3) Drug 1: C1=CC(=CC=C1C#N)C(C2=CC=C(C=C2)C#N)N3C=NC=N3. Drug 2: CN(CC1=CN=C2C(=N1)C(=NC(=N2)N)N)C3=CC=C(C=C3)C(=O)NC(CCC(=O)O)C(=O)O. Cell line: HOP-92. Synergy scores: CSS=29.5, Synergy_ZIP=8.93, Synergy_Bliss=5.53, Synergy_Loewe=-17.2, Synergy_HSA=2.33.